Dataset: Forward reaction prediction with 1.9M reactions from USPTO patents (1976-2016). Task: Predict the product of the given reaction. Given the reactants [CH3:1][O:2][C:3]1[N:4]=[CH:5][C:6]([C:9](OC)=[O:10])=[N:7][CH:8]=1.[BH4-].[Na+].CO, predict the reaction product. The product is: [CH3:1][O:2][C:3]1[N:4]=[CH:5][C:6]([CH2:9][OH:10])=[N:7][CH:8]=1.